From a dataset of Full USPTO retrosynthesis dataset with 1.9M reactions from patents (1976-2016). Predict the reactants needed to synthesize the given product. (1) Given the product [I:8][C:9]1([CH2:12][C@@H:1]2[CH2:7][O:6][C:3]([CH3:5])([CH3:4])[O:2]2)[CH2:11][CH2:10]1, predict the reactants needed to synthesize it. The reactants are: [CH3:1][O:2][C:3]([O:6][CH3:7])([CH3:5])[CH3:4].[I:8][C:9]1([CH2:12][C@@H](O)CO)[CH2:11][CH2:10]1. (2) Given the product [CH3:30][C:16]1([CH3:31])[CH2:15][CH2:14][C@@H:13]([O:11][C:10]2[C:2]([CH3:1])=[C:3]3[C:7](=[CH:8][CH:9]=2)[NH:6][N:5]=[CH:4]3)[CH2:18][C@@H:17]1[N:19]1[C:27](=[O:28])[C:26]2[C:21](=[CH:22][CH:23]=[CH:24][CH:25]=2)[C:20]1=[O:29], predict the reactants needed to synthesize it. The reactants are: [CH3:1][C:2]1[C:10]([OH:11])=[CH:9][CH:8]=[C:7]2[C:3]=1[CH:4]=[N:5][NH:6]2.O[C@@H:13]1[CH2:18][C@H:17]([N:19]2[C:27](=[O:28])[C:26]3[C:21](=[CH:22][CH:23]=[CH:24][CH:25]=3)[C:20]2=[O:29])[C:16]([CH3:31])([CH3:30])[CH2:15][CH2:14]1.C(C=P(CCCC)(CCCC)CCCC)#N. (3) Given the product [CH3:1][O:2][C:3]1[CH:4]=[C:5]([NH:11][C:12](=[O:28])[CH2:13][N:14]2[C:18]3[C:19]([C:23]([NH:25][O:30][CH3:29])=[O:24])=[CH:20][CH:21]=[CH:22][C:17]=3[N:16]=[CH:15]2)[CH:6]=[C:7]([O:9][CH3:10])[CH:8]=1, predict the reactants needed to synthesize it. The reactants are: [CH3:1][O:2][C:3]1[CH:4]=[C:5]([NH:11][C:12](=[O:28])[CH2:13][N:14]2[C:18]3[C:19]([C:23]([NH:25]CC)=[O:24])=[CH:20][CH:21]=[CH:22][C:17]=3[N:16]=[CH:15]2)[CH:6]=[C:7]([O:9][CH3:10])[CH:8]=1.[CH3:29][O:30]C1C=C(NC(=O)CN2C3C(C(O)=O)=CC=CC=3N=C2)C=C(OC)C=1.[Cl-].CO[NH3+].